From a dataset of Full USPTO retrosynthesis dataset with 1.9M reactions from patents (1976-2016). Predict the reactants needed to synthesize the given product. (1) Given the product [Br:24][C:20]1[N:19]=[C:18]([CH2:17][N:8]2[C:9]3[C:14](=[CH:13][CH:12]=[CH:11][CH:10]=3)[C:15](=[O:16])[C:6]([C:4]([OH:5])=[O:3])=[CH:7]2)[CH:23]=[CH:22][CH:21]=1, predict the reactants needed to synthesize it. The reactants are: C([O:3][C:4]([C:6]1[C:15](=[O:16])[C:14]2[C:9](=[CH:10][CH:11]=[CH:12][CH:13]=2)[N:8]([CH2:17][C:18]2[CH:23]=[CH:22][CH:21]=[C:20]([Br:24])[N:19]=2)[CH:7]=1)=[O:5])C.[OH-].[Li+].CO.Cl. (2) The reactants are: [F-].C([N+](CCCC)(CCCC)CCCC)CCC.[Br:19][C:20]1[CH:25]=[CH:24][C:23]([C:26](=[O:31])[C:27]([F:30])([F:29])[F:28])=[CH:22][C:21]=1[CH:32]([F:34])[F:33].[Si]([C:39]([F:42])([F:41])[F:40])(C)(C)C. Given the product [Br:19][C:20]1[CH:25]=[CH:24][C:23]([C:26]([OH:31])([C:39]([F:42])([F:41])[F:40])[C:27]([F:30])([F:29])[F:28])=[CH:22][C:21]=1[CH:32]([F:33])[F:34], predict the reactants needed to synthesize it. (3) Given the product [I:1][C:2]1[CH:7]=[C:6]([OH:8])[CH:5]=[C:4]([S:10]([CH3:13])(=[O:11])=[O:12])[CH:3]=1, predict the reactants needed to synthesize it. The reactants are: [I:1][C:2]1[CH:3]=[C:4]([S:10]([CH3:13])(=[O:12])=[O:11])[CH:5]=[C:6]([O:8]C)[CH:7]=1.[I-].[Na+].C[Si](Cl)(C)C.